Task: Predict which catalyst facilitates the given reaction.. Dataset: Catalyst prediction with 721,799 reactions and 888 catalyst types from USPTO Reactant: [CH2:1]([O:8][C:9]([N:11]1[CH2:15][CH2:14][CH2:13][C@@:12]1([CH3:19])[C:16](O)=[O:17])=[O:10])[C:2]1[CH:7]=[CH:6][CH:5]=[CH:4][CH:3]=1.C(Cl)(=O)C([Cl:23])=O. Product: [Cl:23][C:16]([C@:12]1([CH3:19])[CH2:13][CH2:14][CH2:15][N:11]1[C:9]([O:8][CH2:1][C:2]1[CH:7]=[CH:6][CH:5]=[CH:4][CH:3]=1)=[O:10])=[O:17]. The catalyst class is: 120.